This data is from Forward reaction prediction with 1.9M reactions from USPTO patents (1976-2016). The task is: Predict the product of the given reaction. Given the reactants Br/[CH:2]=[CH:3]/[C:4]1[C:9]([F:10])=[CH:8][C:7]([O:11][CH3:12])=[CH:6][C:5]=1[F:13].C([Li])(C)(C)C.[CH2:19]([O:26][C:27]1[CH:28]=[C:29]2[C:34](=[CH:35][C:36]=1[O:37][CH3:38])[CH:33]=[N:32][CH2:31][CH2:30]2)[C:20]1[CH:25]=[CH:24][CH:23]=[CH:22][CH:21]=1.C[Si](Cl)(C)C, predict the reaction product. The product is: [CH2:19]([O:26][C:27]1[CH:28]=[C:29]2[C:34](=[CH:35][C:36]=1[O:37][CH3:38])[CH:33](/[CH:2]=[CH:3]/[C:4]1[C:9]([F:10])=[CH:8][C:7]([O:11][CH3:12])=[CH:6][C:5]=1[F:13])[NH:32][CH2:31][CH2:30]2)[C:20]1[CH:25]=[CH:24][CH:23]=[CH:22][CH:21]=1.